From a dataset of Peptide-MHC class I binding affinity with 185,985 pairs from IEDB/IMGT. Regression. Given a peptide amino acid sequence and an MHC pseudo amino acid sequence, predict their binding affinity value. This is MHC class I binding data. (1) The peptide sequence is RGVFVLGFL. The MHC is Mamu-B6601 with pseudo-sequence Mamu-B6601. The binding affinity (normalized) is 0.718. (2) The peptide sequence is KLGDQFGRK. The MHC is HLA-B40:01 with pseudo-sequence HLA-B40:01. The binding affinity (normalized) is 0.0847. (3) The peptide sequence is GFNYPEYNR. The MHC is HLA-A68:01 with pseudo-sequence HLA-A68:01. The binding affinity (normalized) is 0.272.